From a dataset of Forward reaction prediction with 1.9M reactions from USPTO patents (1976-2016). Predict the product of the given reaction. Given the reactants [Cl:1][C:2]1[N:7]=[C:6]([CH:8]=[O:9])[C:5]2[C:10]([O:32][CH3:33])=[N:11][N:12]([C:13]([C:26]3[CH:31]=[CH:30][CH:29]=[CH:28][CH:27]=3)([C:20]3[CH:25]=[CH:24][CH:23]=[CH:22][CH:21]=3)[C:14]3[CH:19]=[CH:18][CH:17]=[CH:16][CH:15]=3)[C:4]=2[CH:3]=1.[CH3:34][Mg]Br, predict the reaction product. The product is: [Cl:1][C:2]1[N:7]=[C:6]([CH:8]([OH:9])[CH3:34])[C:5]2[C:10]([O:32][CH3:33])=[N:11][N:12]([C:13]([C:14]3[CH:19]=[CH:18][CH:17]=[CH:16][CH:15]=3)([C:20]3[CH:21]=[CH:22][CH:23]=[CH:24][CH:25]=3)[C:26]3[CH:27]=[CH:28][CH:29]=[CH:30][CH:31]=3)[C:4]=2[CH:3]=1.